This data is from Full USPTO retrosynthesis dataset with 1.9M reactions from patents (1976-2016). The task is: Predict the reactants needed to synthesize the given product. (1) Given the product [Si:7]([O:14][C@H:15]([CH2:24][O:25][Si:26]([C:29]([CH3:32])([CH3:31])[CH3:30])([CH3:27])[CH3:28])[C@@H:16]([NH:17][S@:18]([C:20]([CH3:21])([CH3:22])[CH3:23])=[O:19])[C:2]1[S:3][CH:4]=[CH:5][N:6]=1)([C:10]([CH3:13])([CH3:11])[CH3:12])([CH3:9])[CH3:8], predict the reactants needed to synthesize it. The reactants are: Br[C:2]1[S:3][CH:4]=[CH:5][N:6]=1.[Si:7]([O:14][C@H:15]([CH2:24][O:25][Si:26]([C:29]([CH3:32])([CH3:31])[CH3:30])([CH3:28])[CH3:27])/[CH:16]=[N:17]/[S@:18]([C:20]([CH3:23])([CH3:22])[CH3:21])=[O:19])([C:10]([CH3:13])([CH3:12])[CH3:11])([CH3:9])[CH3:8]. (2) Given the product [N:28]([CH:2]([C:4]1[S:8][C:7]([C:9]([O:11][CH2:12][CH3:13])=[O:10])=[CH:6][CH:5]=1)[CH3:3])=[N+:29]=[N-:30], predict the reactants needed to synthesize it. The reactants are: O[CH:2]([C:4]1[S:8][C:7]([C:9]([O:11][CH2:12][CH3:13])=[O:10])=[CH:6][CH:5]=1)[CH3:3].C1(P([N:28]=[N+:29]=[N-:30])(C2C=CC=CC=2)=O)C=CC=CC=1.N12CCCN=C1CCCCC2. (3) Given the product [C:4]1([CH:3]=[CH:2][CH2:1][NH:14][CH2:11][CH:12]=[CH2:13])[CH:9]=[CH:8][CH:7]=[CH:6][CH:5]=1, predict the reactants needed to synthesize it. The reactants are: [CH2:1](Br)[CH:2]=[CH:3][C:4]1[CH:9]=[CH:8][CH:7]=[CH:6][CH:5]=1.[CH2:11]([NH2:14])[CH:12]=[CH2:13]. (4) Given the product [Br:1][C:2]1[CH:3]=[CH:4][C:5]([C:8]2[O:12][N:11]=[C:10]([CH3:13])[C:9]=2[CH:14]([OH:21])[CH2:15][S:16][C:17]([CH3:19])([CH3:18])[CH3:20])=[CH:6][CH:7]=1, predict the reactants needed to synthesize it. The reactants are: [Br:1][C:2]1[CH:7]=[CH:6][C:5]([C:8]2[O:12][N:11]=[C:10]([CH3:13])[C:9]=2[C:14](=[O:21])[CH2:15][S:16][C:17]([CH3:20])([CH3:19])[CH3:18])=[CH:4][CH:3]=1.B.CSC. (5) Given the product [F:31][C:3]1([F:2])[CH2:5][CH:4]1[CH2:6][N:7]1[C:15]2[C:10](=[N:11][C:12]([C:16]3[CH:17]=[CH:18][C:19]([N:22]4[CH2:23][CH2:24][N:25]([C:61]([C:58]5[CH:59]=[CH:60][O:56][N:57]=5)=[O:62])[CH2:26][CH2:27]4)=[CH:20][CH:21]=3)=[CH:13][CH:14]=2)[N:9]([CH3:28])[S:8]1(=[O:29])=[O:30], predict the reactants needed to synthesize it. The reactants are: Cl.[F:2][C:3]1([F:31])[CH2:5][CH:4]1[CH2:6][N:7]1[C:15]2[C:10](=[N:11][C:12]([C:16]3[CH:21]=[CH:20][C:19]([N:22]4[CH2:27][CH2:26][NH:25][CH2:24][CH2:23]4)=[CH:18][CH:17]=3)=[CH:13][CH:14]=2)[N:9]([CH3:28])[S:8]1(=[O:30])=[O:29].CN(C(ON1N=NC2C=CC=NC1=2)=[N+](C)C)C.F[P-](F)(F)(F)(F)F.[O:56]1[CH:60]=[CH:59][C:58]([C:61](O)=[O:62])=[N:57]1.CCN(C(C)C)C(C)C. (6) The reactants are: Br[CH:2]1[CH2:7][CH2:6][CH2:5][CH:4]([C:8]2[CH:13]=[CH:12][CH:11]=[CH:10][CH:9]=2)[C:3]1=O.[NH2:15][C:16]([NH2:18])=[S:17]. Given the product [C:8]1([CH:4]2[C:3]3[N:15]=[C:16]([NH2:18])[S:17][C:2]=3[CH2:7][CH2:6][CH2:5]2)[CH:13]=[CH:12][CH:11]=[CH:10][CH:9]=1, predict the reactants needed to synthesize it.